From a dataset of Reaction yield outcomes from USPTO patents with 853,638 reactions. Predict the reaction yield, written as a fraction of the theoretical maximum amount of product (1.0 means a 100% yield; for example, 0.34 means a 34% yield). (1) The reactants are [CH:1]1([C:5]2[C:26]([C:27]3[NH:35][C:30]4[CH2:31][NH:32][CH2:33][CH2:34][C:29]=4[N:28]=3)=[CH:25][C:8]([C:9]([N:11]3[CH2:16][CH2:15][CH:14]([C:17]4[CH:24]=[CH:23][C:20]([C:21]#[N:22])=[CH:19][CH:18]=4)[CH2:13][CH2:12]3)=[O:10])=[C:7]([CH3:36])[CH:6]=2)[CH2:4][CH2:3][CH2:2]1.[C:37](OC(OC)=O)(OC)=O.CCN(C(C)C)C(C)C. The catalyst is CN(C)C=O. The product is [CH:1]1([C:5]2[C:26]([C:27]3[NH:35][C:30]4[CH2:31][N:32]([CH3:37])[CH2:33][CH2:34][C:29]=4[N:28]=3)=[CH:25][C:8]([C:9]([N:11]3[CH2:12][CH2:13][CH:14]([C:17]4[CH:24]=[CH:23][C:20]([C:21]#[N:22])=[CH:19][CH:18]=4)[CH2:15][CH2:16]3)=[O:10])=[C:7]([CH3:36])[CH:6]=2)[CH2:2][CH2:3][CH2:4]1. The yield is 0.190. (2) The reactants are [N+:1]([C:4]1[CH:5]=[CH:6][C:7]([N:14]2[CH:18]3[CH2:19][CH2:20][CH:15]2[CH2:16][CH2:17]3)=[N:8][C:9]=1[C:10]([F:13])([F:12])[F:11])([O-])=O. The catalyst is [Pd]. The product is [CH:15]12[N:14]([C:7]3[N:8]=[C:9]([C:10]([F:13])([F:11])[F:12])[C:4]([NH2:1])=[CH:5][CH:6]=3)[CH:18]([CH2:17][CH2:16]1)[CH2:19][CH2:20]2. The yield is 0.800. (3) The reactants are C([Li])CCC.CC1(C)CCCC(C)(C)N1.[Cl:16][C:17]1[CH:18]=[CH:19][C:20](F)=[N:21][CH:22]=1.[Br:24][C:25]1[CH:30]=[CH:29][C:28]([OH:31])=[CH:27][C:26]=1[F:32].[C:33](=O)([O-])[O-:34].[K+].[K+].CS(O)(=O)=O.O=P12OP3(OP(OP(O3)(O1)=O)(=O)O2)=O. The catalyst is C1COCC1.CCOC(C)=O.CO. The product is [Br:24][C:25]1[CH:30]=[C:29]2[C:28](=[CH:27][C:26]=1[F:32])[O:31][C:20]1=[N:21][CH:22]=[C:17]([Cl:16])[CH:18]=[C:19]1[C:33]2=[O:34]. The yield is 0.430. (4) The reactants are [Si:1]([O:8][C@@H:9]1[C@@:37]2([CH3:38])[C:13](=[CH:14][CH:15]=[C:16]3[C@@H:36]2[CH2:35][CH2:34][C@@:33]2([CH3:39])[C@H:17]3[CH2:18][CH:19]=[C:20]2[C@@H:21]([S:23]C(OC2C=CC=CC=2)=O)[CH3:22])[CH2:12][C@@H:11]([OH:40])[CH2:10]1)([C:4]([CH3:7])([CH3:6])[CH3:5])([CH3:3])[CH3:2].Br[CH2:42][CH2:43][C:44]([CH3:47])([OH:46])[CH3:45].[OH-].[K+]. The catalyst is O1CCCC1.CO. The product is [Si:1]([O:8][C@@H:9]1[C@@:37]2([CH3:38])[C:13](=[CH:14][CH:15]=[C:16]3[C@@H:36]2[CH2:35][CH2:34][C@@:33]2([CH3:39])[C@H:17]3[CH2:18][CH:19]=[C:20]2[C@@H:21]([S:23][CH2:42][CH2:43][C:44]([OH:46])([CH3:47])[CH3:45])[CH3:22])[CH2:12][C@@H:11]([OH:40])[CH2:10]1)([C:4]([CH3:5])([CH3:6])[CH3:7])([CH3:2])[CH3:3]. The yield is 0.790. (5) The reactants are C([O:3][C:4]([C:6]1[C:7]([CH3:32])=[C:8](C(OC(C)(C)C)=O)[NH:9][C:10]=1[CH2:11][CH2:12][CH2:13][NH:14][CH2:15][C@H:16]([OH:24])[CH2:17][N:18]1[CH2:23][CH2:22][O:21][CH2:20][CH2:19]1)=O)C.C[Al](C)C. The catalyst is C1(C)C=CC=CC=1. The product is [OH:24][C@@H:16]([CH2:17][N:18]1[CH2:23][CH2:22][O:21][CH2:20][CH2:19]1)[CH2:15][N:14]1[CH2:13][CH2:12][CH2:11][C:10]2[NH:9][CH:8]=[C:7]([CH3:32])[C:6]=2[C:4]1=[O:3]. The yield is 0.576. (6) The reactants are C([Si](C1C=CC=CC=1)(C1C=CC=CC=1)[O:6][CH2:7][C:8]([C:11]1[CH:15]=[C:14]([NH:16][C:17](=[O:32])[C:18]([CH3:31])([S:20]([CH2:23][CH:24]2[CH2:29][CH2:28][C:27](=[O:30])[CH2:26][CH2:25]2)(=[O:22])=[O:21])[CH3:19])[O:13][N:12]=1)([CH3:10])[CH3:9])(C)(C)C.[F-].C([N+](CCCC)(CCCC)CCCC)CCC. The catalyst is C1COCC1. The product is [OH:6][CH2:7][C:8]([C:11]1[CH:15]=[C:14]([NH:16][C:17](=[O:32])[C:18]([CH3:31])([S:20]([CH2:23][CH:24]2[CH2:25][CH2:26][C:27](=[O:30])[CH2:28][CH2:29]2)(=[O:22])=[O:21])[CH3:19])[O:13][N:12]=1)([CH3:10])[CH3:9]. The yield is 0.410. (7) The reactants are [N+:1]([C:4]1[CH:9]=[CH:8][C:7]([C:10]2[C:14](Br)=[CH:13][N:12]([CH2:16][CH2:17][OH:18])[N:11]=2)=[CH:6][CH:5]=1)([O-:3])=[O:2].[B:19]1([B:19]2[O:23][C:22]([CH3:25])([CH3:24])[C:21]([CH3:27])([CH3:26])[O:20]2)[O:23][C:22]([CH3:25])([CH3:24])[C:21]([CH3:27])([CH3:26])[O:20]1.C([O-])(=O)C.[K+]. The product is [N+:1]([C:4]1[CH:9]=[CH:8][C:7]([C:10]2[C:14]([B:19]3[O:23][C:22]([CH3:25])([CH3:24])[C:21]([CH3:27])([CH3:26])[O:20]3)=[CH:13][N:12]([CH2:16][CH2:17][OH:18])[N:11]=2)=[CH:6][CH:5]=1)([O-:3])=[O:2]. The catalyst is Cl[Pd](Cl)([P](C1C=CC=CC=1)(C1C=CC=CC=1)C1C=CC=CC=1)[P](C1C=CC=CC=1)(C1C=CC=CC=1)C1C=CC=CC=1.O1CCOCC1. The yield is 0.450.